This data is from NCI-60 drug combinations with 297,098 pairs across 59 cell lines. The task is: Regression. Given two drug SMILES strings and cell line genomic features, predict the synergy score measuring deviation from expected non-interaction effect. (1) Drug 1: CCC1=C2CN3C(=CC4=C(C3=O)COC(=O)C4(CC)O)C2=NC5=C1C=C(C=C5)O. Drug 2: CCC1(CC2CC(C3=C(CCN(C2)C1)C4=CC=CC=C4N3)(C5=C(C=C6C(=C5)C78CCN9C7C(C=CC9)(C(C(C8N6C)(C(=O)OC)O)OC(=O)C)CC)OC)C(=O)OC)O.OS(=O)(=O)O. Cell line: OVCAR-5. Synergy scores: CSS=26.5, Synergy_ZIP=-8.78, Synergy_Bliss=-1.22, Synergy_Loewe=-8.72, Synergy_HSA=0.800. (2) Drug 1: CC1=C2C(C(=O)C3(C(CC4C(C3C(C(C2(C)C)(CC1OC(=O)C(C(C5=CC=CC=C5)NC(=O)OC(C)(C)C)O)O)OC(=O)C6=CC=CC=C6)(CO4)OC(=O)C)OC)C)OC. Drug 2: CCCS(=O)(=O)NC1=C(C(=C(C=C1)F)C(=O)C2=CNC3=C2C=C(C=N3)C4=CC=C(C=C4)Cl)F. Cell line: LOX IMVI. Synergy scores: CSS=58.3, Synergy_ZIP=4.29, Synergy_Bliss=3.34, Synergy_Loewe=9.25, Synergy_HSA=11.7. (3) Drug 1: CC1=C(C=C(C=C1)C(=O)NC2=CC(=CC(=C2)C(F)(F)F)N3C=C(N=C3)C)NC4=NC=CC(=N4)C5=CN=CC=C5. Drug 2: C1=CC=C(C(=C1)C(C2=CC=C(C=C2)Cl)C(Cl)Cl)Cl. Cell line: MDA-MB-435. Synergy scores: CSS=-0.0560, Synergy_ZIP=-0.844, Synergy_Bliss=-3.11, Synergy_Loewe=-0.754, Synergy_HSA=-2.67.